This data is from Catalyst prediction with 721,799 reactions and 888 catalyst types from USPTO. The task is: Predict which catalyst facilitates the given reaction. (1) Reactant: [NH2:1][C:2]1[C:11]2[C:6](=[CH:7][CH:8]=[CH:9][CH:10]=2)[C:5](=[O:12])[NH:4][N:3]=1.O[CH2:14][C:15]([C:17]1[CH:21]=[C:20]([CH3:22])[O:19][N:18]=1)=O.FC(F)(F)C(O)=O. Product: [CH3:22][C:20]1[O:19][N:18]=[C:17]([C:15]2[N:3]3[NH:4][C:5](=[O:12])[C:6]4[C:11]([C:2]3=[N:1][CH:14]=2)=[CH:10][CH:9]=[CH:8][CH:7]=4)[CH:21]=1. The catalyst class is: 11. (2) The catalyst class is: 1. Reactant: [H-].[Na+].[NH:3]1[C:11]2[CH2:10][CH2:9][CH2:8][C:7](=[S:12])[C:6]=2[CH:5]=[CH:4]1.CI.[C:15]([O-])(O)=O.[Na+].C(C1C(=O)C(Cl)=C(Cl)C(=O)C=1C#N)#N. Product: [CH3:15][S:12][C:7]1[CH:8]=[CH:9][CH:10]=[C:11]2[C:6]=1[CH:5]=[CH:4][NH:3]2. (3) Reactant: [Cl:1][C:2]1[CH:3]=[C:4]([C:11]([CH3:30])([CH3:29])[CH2:12][C@:13]([CH2:19][S@:20]([C:22]2[CH:27]=[CH:26][C:25]([CH3:28])=[CH:24][CH:23]=2)=O)([OH:18])[C:14]([F:17])([F:16])[F:15])[C:5]2[O:9][CH2:8][CH2:7][C:6]=2[CH:10]=1.[I-].[Na+].FC(F)(F)C(OC(=O)C(F)(F)F)=O. Product: [Cl:1][C:2]1[CH:3]=[C:4]([C:11]([CH3:30])([CH3:29])[CH2:12][C@:13]([CH2:19][S:20][C:22]2[CH:27]=[CH:26][C:25]([CH3:28])=[CH:24][CH:23]=2)([OH:18])[C:14]([F:17])([F:15])[F:16])[C:5]2[O:9][CH2:8][CH2:7][C:6]=2[CH:10]=1. The catalyst class is: 21.